Dataset: Forward reaction prediction with 1.9M reactions from USPTO patents (1976-2016). Task: Predict the product of the given reaction. (1) Given the reactants [C:1]([C:3]1[C:4]([NH2:25])=[N:5][C:6]([NH2:24])=[N:7][C:8]=1[O:9][CH2:10][CH2:11][O:12][CH2:13][P:14]([O:20][CH:21]([CH3:23])[CH3:22])([O:16][CH:17]([CH3:19])[CH3:18])=[O:15])#N.S(=O)(=O)(O)[OH:27], predict the reaction product. The product is: [CH:1]([C:3]1[C:4]([NH2:25])=[N:5][C:6]([NH2:24])=[N:7][C:8]=1[O:9][CH2:10][CH2:11][O:12][CH2:13][P:14]([O:20][CH:21]([CH3:23])[CH3:22])([O:16][CH:17]([CH3:19])[CH3:18])=[O:15])=[O:27]. (2) Given the reactants I[CH2:2][C@@H:3]([CH3:16])[CH2:4][N:5]1[C:14]2[C:9](=[CH:10][CH:11]=[CH:12][CH:13]=2)[CH2:8][CH2:7][C:6]1=[O:15].[CH2:17]([CH:21]1[CH2:27][CH:26]2[NH:28][CH:23]([CH2:24][CH2:25]2)[CH2:22]1)[CH2:18][CH2:19][CH3:20], predict the reaction product. The product is: [CH2:17]([CH:21]1[CH2:22][CH:23]2[N:28]([CH2:2][C@@H:3]([CH3:16])[CH2:4][N:5]3[C:14]4[C:9](=[CH:10][CH:11]=[CH:12][CH:13]=4)[CH2:8][CH2:7][C:6]3=[O:15])[CH:26]([CH2:25][CH2:24]2)[CH2:27]1)[CH2:18][CH2:19][CH3:20]. (3) Given the reactants [CH:1]1([C:4]2[N:13]=[C:12]([N:14]3[CH2:19][CH2:18][N:17](C(OC(C)(C)C)=O)[CH2:16][CH2:15]3)[C:11]3[C:6](=[CH:7][C:8]([O:29][CH3:30])=[C:9]([O:27][CH3:28])[CH:10]=3)[N:5]=2)[CH2:3][CH2:2]1.[F:31][C:32]([F:37])([F:36])[C:33]([OH:35])=[O:34], predict the reaction product. The product is: [F:31][C:32]([F:37])([F:36])[C:33]([OH:35])=[O:34].[CH:1]1([C:4]2[N:13]=[C:12]([N:14]3[CH2:15][CH2:16][NH:17][CH2:18][CH2:19]3)[C:11]3[C:6](=[CH:7][C:8]([O:29][CH3:30])=[C:9]([O:27][CH3:28])[CH:10]=3)[N:5]=2)[CH2:3][CH2:2]1. (4) Given the reactants [OH:1][C:2]1[C:3](=[O:16])[N:4]([CH3:15])[C:5]2[C:10]([C:11]=1[C:12](Cl)=[O:13])=[CH:9][CH:8]=[CH:7][CH:6]=2.[NH2:17][C@@H:18]([C:20]1[CH:21]=[C:22]([N:26]2[CH2:31][CH2:30][N:29]([C:32]([O:34][CH2:35][C:36]3[CH:41]=[CH:40][CH:39]=[CH:38][CH:37]=3)=[O:33])[CH2:28][CH2:27]2)[CH:23]=[CH:24][CH:25]=1)[CH3:19], predict the reaction product. The product is: [OH:1][C:2]1[C:3](=[O:16])[N:4]([CH3:15])[C:5]2[C:10]([C:11]=1[C:12]([NH:17][C@@H:18]([C:20]1[CH:21]=[C:22]([N:26]3[CH2:27][CH2:28][N:29]([C:32]([O:34][CH2:35][C:36]4[CH:41]=[CH:40][CH:39]=[CH:38][CH:37]=4)=[O:33])[CH2:30][CH2:31]3)[CH:23]=[CH:24][CH:25]=1)[CH3:19])=[O:13])=[CH:9][CH:8]=[CH:7][CH:6]=2. (5) The product is: [Br:13][C:14]1[CH:19]=[C:18]([F:20])[CH:17]=[CH:16][C:15]=1[O:21][CH2:7][C:2]#[CH:3]. Given the reactants F[C:2]1(OC#CC)[CH:7]=C(F)C=C[CH2:3]1.[Br:13][C:14]1[CH:19]=[C:18]([F:20])[CH:17]=[CH:16][C:15]=1[OH:21], predict the reaction product. (6) Given the reactants [CH2:1]([C:3]1[S:28][C:6]2[N:7]([CH2:13][C:14]3[CH:19]=[CH:18][C:17]([C:20]4[C:21]([C:26]#[N:27])=[CH:22][CH:23]=[CH:24][CH:25]=4)=[CH:16][CH:15]=3)[C:8](=[O:12])[NH:9][C:10](=[O:11])[C:5]=2[CH:4]=1)[CH3:2].Br[CH2:30][C:31]([C:33]1[S:34][CH:35]=[CH:36][CH:37]=1)=[O:32].[H-].[Na+].[Cl-].O[NH3+:42].[C:43](=[O:46])([O-])[OH:44].[Na+], predict the reaction product. The product is: [CH2:1]([C:3]1[S:28][C:6]2[N:7]([CH2:13][C:14]3[CH:19]=[CH:18][C:17]([C:20]4[CH:25]=[CH:24][CH:23]=[CH:22][C:21]=4[C:26]4[NH:42][C:43](=[O:46])[O:44][N:27]=4)=[CH:16][CH:15]=3)[C:8](=[O:12])[N:9]([CH2:30][C:31](=[O:32])[C:33]3[S:34][CH:35]=[CH:36][CH:37]=3)[C:10](=[O:11])[C:5]=2[CH:4]=1)[CH3:2]. (7) Given the reactants [OH:1][C:2]1[CH:11]=[CH:10][C:5]([C:6]([O:8][CH3:9])=[O:7])=[CH:4][CH:3]=1.Br[CH2:13][CH2:14][CH2:15][C:16]([F:19])([F:18])[F:17].C(=O)([O-])[O-].[K+].[K+], predict the reaction product. The product is: [F:17][C:16]([F:19])([F:18])[CH2:15][CH2:14][CH2:13][O:1][C:2]1[CH:3]=[CH:4][C:5]([C:6]([O:8][CH3:9])=[O:7])=[CH:10][CH:11]=1.